From a dataset of Full USPTO retrosynthesis dataset with 1.9M reactions from patents (1976-2016). Predict the reactants needed to synthesize the given product. The reactants are: [CH3:1][O:2][C:3]1[CH:4]=[C:5]2[C:10](=[CH:11][C:12]=1[O:13][CH3:14])[N:9]=[CH:8][CH:7]=[C:6]2[O:15][C:16]1[CH:21]=[CH:20][C:19]([NH:22][C:23](=O)[CH2:24][O:25][C:26]2[CH:31]=[CH:30][CH:29]=[C:28]([CH3:32])[CH:27]=2)=[CH:18][C:17]=1[CH3:34].Cl.[OH-].[Na+]. Given the product [CH3:1][O:2][C:3]1[CH:4]=[C:5]2[C:10](=[CH:11][C:12]=1[O:13][CH3:14])[N:9]=[CH:8][CH:7]=[C:6]2[O:15][C:16]1[CH:21]=[CH:20][C:19]([NH:22][CH2:23][CH2:24][O:25][C:26]2[CH:31]=[CH:30][CH:29]=[C:28]([CH3:32])[CH:27]=2)=[CH:18][C:17]=1[CH3:34], predict the reactants needed to synthesize it.